This data is from NCI-60 drug combinations with 297,098 pairs across 59 cell lines. The task is: Regression. Given two drug SMILES strings and cell line genomic features, predict the synergy score measuring deviation from expected non-interaction effect. (1) Drug 1: CCCCC(=O)OCC(=O)C1(CC(C2=C(C1)C(=C3C(=C2O)C(=O)C4=C(C3=O)C=CC=C4OC)O)OC5CC(C(C(O5)C)O)NC(=O)C(F)(F)F)O. Drug 2: CCC1(C2=C(COC1=O)C(=O)N3CC4=CC5=C(C=CC(=C5CN(C)C)O)N=C4C3=C2)O.Cl. Cell line: HCT116. Synergy scores: CSS=73.1, Synergy_ZIP=1.22, Synergy_Bliss=0.356, Synergy_Loewe=0.0824, Synergy_HSA=3.52. (2) Drug 1: C1CCC(CC1)NC(=O)N(CCCl)N=O. Drug 2: C1=CC(=CC=C1CC(C(=O)O)N)N(CCCl)CCCl.Cl. Cell line: RXF 393. Synergy scores: CSS=43.6, Synergy_ZIP=11.9, Synergy_Bliss=15.0, Synergy_Loewe=14.9, Synergy_HSA=15.6. (3) Drug 1: C1CC(C1)(C2=CC=C(C=C2)C3=C(C=C4C(=N3)C=CN5C4=NNC5=O)C6=CC=CC=C6)N. Drug 2: C1=CC(=C(C=C1I)F)NC2=C(C=CC(=C2F)F)C(=O)NOCC(CO)O. Cell line: T-47D. Synergy scores: CSS=38.8, Synergy_ZIP=7.20, Synergy_Bliss=6.38, Synergy_Loewe=5.52, Synergy_HSA=7.67. (4) Drug 2: C1=CC(=CC=C1C#N)C(C2=CC=C(C=C2)C#N)N3C=NC=N3. Drug 1: C1=CC(=CC=C1CC(C(=O)O)N)N(CCCl)CCCl.Cl. Cell line: HCT-15. Synergy scores: CSS=21.4, Synergy_ZIP=-2.56, Synergy_Bliss=3.18, Synergy_Loewe=-0.705, Synergy_HSA=-0.745. (5) Drug 1: CC1C(C(=O)NC(C(=O)N2CCCC2C(=O)N(CC(=O)N(C(C(=O)O1)C(C)C)C)C)C(C)C)NC(=O)C3=C4C(=C(C=C3)C)OC5=C(C(=O)C(=C(C5=N4)C(=O)NC6C(OC(=O)C(N(C(=O)CN(C(=O)C7CCCN7C(=O)C(NC6=O)C(C)C)C)C)C(C)C)C)N)C. Drug 2: C1CN1P(=S)(N2CC2)N3CC3. Cell line: IGROV1. Synergy scores: CSS=13.8, Synergy_ZIP=-4.45, Synergy_Bliss=0.111, Synergy_Loewe=3.07, Synergy_HSA=2.39. (6) Drug 1: CCC1=C2CN3C(=CC4=C(C3=O)COC(=O)C4(CC)O)C2=NC5=C1C=C(C=C5)O. Drug 2: CC1CCCC2(C(O2)CC(NC(=O)CC(C(C(=O)C(C1O)C)(C)C)O)C(=CC3=CSC(=N3)C)C)C. Cell line: BT-549. Synergy scores: CSS=50.1, Synergy_ZIP=0.361, Synergy_Bliss=-2.72, Synergy_Loewe=-2.16, Synergy_HSA=-0.753.